Dataset: Catalyst prediction with 721,799 reactions and 888 catalyst types from USPTO. Task: Predict which catalyst facilitates the given reaction. Reactant: Br[C:2]1[CH:3]=[N:4][C:5]2[C:10]([CH:11]=1)=[CH:9][CH:8]=[CH:7][CH:6]=2.[CH2:12]([Zn]CC)[CH3:13].[NH4+].[Cl-]. Product: [CH2:12]([C:2]1[CH:3]=[N:4][C:5]2[C:10]([CH:11]=1)=[CH:9][CH:8]=[CH:7][CH:6]=2)[CH3:13]. The catalyst class is: 450.